Predict which catalyst facilitates the given reaction. From a dataset of Catalyst prediction with 721,799 reactions and 888 catalyst types from USPTO. (1) Reactant: [Cl:1][C:2]1[CH:3]=[CH:4][C:5]([NH:8][C:9]([C:11]2[O:19][C:18]3[C:13](=[N:14][C:15]([C:20](OC)=[O:21])=[CH:16][CH:17]=3)[C:12]=2[NH:24][C:25]([C@H:27]2[CH2:32][CH2:31][C@H:30]([N:33]3[CH2:38][CH2:37][O:36][CH2:35][C:34]3=[O:39])[CH2:29][CH2:28]2)=[O:26])=[O:10])=[N:6][CH:7]=1.[BH4-].[Li+].Cl.C(=O)([O-])O.[Na+]. Product: [Cl:1][C:2]1[CH:3]=[CH:4][C:5]([NH:8][C:9]([C:11]2[O:19][C:18]3[C:13](=[N:14][C:15]([CH2:20][OH:21])=[CH:16][CH:17]=3)[C:12]=2[NH:24][C:25]([C@H:27]2[CH2:28][CH2:29][C@H:30]([N:33]3[CH2:38][CH2:37][O:36][CH2:35][C:34]3=[O:39])[CH2:31][CH2:32]2)=[O:26])=[O:10])=[N:6][CH:7]=1. The catalyst class is: 7. (2) Reactant: [CH3:1][N:2]([CH3:27])[S:3]([NH:6][C:7]1[CH:8]=[CH:9][C:10]2[CH:24]=[CH:23][C:14]3=[N:15][CH:16]=[C:17]([C:19]([O:21]C)=[O:20])[CH:18]=[C:13]3[C:12](=[O:25])[C:11]=2[CH:26]=1)(=[O:5])=[O:4]. Product: [CH3:1][N:2]([CH3:27])[S:3]([NH:6][C:7]1[CH:8]=[CH:9][C:10]2[CH:24]=[CH:23][C:14]3=[N:15][CH:16]=[C:17]([C:19]([OH:21])=[O:20])[CH:18]=[C:13]3[C:12](=[O:25])[C:11]=2[CH:26]=1)(=[O:4])=[O:5]. The catalyst class is: 464. (3) Reactant: Cl.[CH:2]([C:5]1[CH:15]=[CH:14][CH:13]=[CH:12][C:6]=1[O:7][CH2:8][CH2:9][NH:10][CH3:11])([CH3:4])[CH3:3].CCN(CC)CC.[N:23]([C:26]1[CH:35]=[CH:34][CH:33]=[CH:32][C:27]=1[C:28]([O:30][CH3:31])=[O:29])=[C:24]=[O:25]. Product: [CH:2]([C:5]1[CH:15]=[CH:14][CH:13]=[CH:12][C:6]=1[O:7][CH2:8][CH2:9][N:10]([CH3:11])[C:24](=[O:25])[NH:23][C:26]1[CH:35]=[CH:34][CH:33]=[CH:32][C:27]=1[C:28]([O:30][CH3:31])=[O:29])([CH3:4])[CH3:3]. The catalyst class is: 34.